From a dataset of Reaction yield outcomes from USPTO patents with 853,638 reactions. Predict the reaction yield, written as a fraction of the theoretical maximum amount of product (1.0 means a 100% yield; for example, 0.34 means a 34% yield). (1) The reactants are [NH2:1][C:2]1[CH:9]=[C:8]([Cl:10])C=CC=1C#N.[CH3:11][Mg]Cl.[O:14]1[CH2:18][CH2:17][CH2:16][CH2:15]1. No catalyst specified. The product is [NH2:1][C:2]1[CH:9]=[C:8]([Cl:10])[CH:15]=[CH:16][C:17]=1[C:18](=[O:14])[CH3:11]. The yield is 0.486. (2) The reactants are [CH2:1]([O:3][C:4](=[O:18])[C:5]1[C:10]([N+:11]([O-:13])=[O:12])=[CH:9][CH:8]=[C:7]([CH3:14])[C:6]=1[N+:15]([O-:17])=[O:16])[CH3:2].CO[CH:21]([N:24]([CH3:26])[CH3:25])OC. The catalyst is CN(C=O)C. The product is [CH2:1]([O:3][C:4](=[O:18])[C:5]1[C:10]([N+:11]([O-:13])=[O:12])=[CH:9][CH:8]=[C:7]([CH:14]=[CH:21][N:24]([CH3:26])[CH3:25])[C:6]=1[N+:15]([O-:17])=[O:16])[CH3:2]. The yield is 0.580.